Dataset: Catalyst prediction with 721,799 reactions and 888 catalyst types from USPTO. Task: Predict which catalyst facilitates the given reaction. (1) Reactant: N[C:2]1[N:7]=[C:6]([S:8][CH2:9][C:10]2[CH:15]=[CH:14][N:13]=[C:12]([C:16]([NH:18][CH3:19])=[O:17])[CH:11]=2)[C:5]([C:20]#[N:21])=[C:4]([C:22]2[CH:27]=[CH:26][CH:25]=[CH:24][CH:23]=2)[C:3]=1[C:28]#[N:29].N(OCCC(C)C)=O.[ClH:38]. Product: [Cl:38][C:2]1[N:7]=[C:6]([S:8][CH2:9][C:10]2[CH:15]=[CH:14][N:13]=[C:12]([C:16]([NH:18][CH3:19])=[O:17])[CH:11]=2)[C:5]([C:20]#[N:21])=[C:4]([C:22]2[CH:27]=[CH:26][CH:25]=[CH:24][CH:23]=2)[C:3]=1[C:28]#[N:29]. The catalyst class is: 879. (2) Reactant: Br[C:2]1[CH:7]=[C:6]([C:8]2[C:9]([C:16]3[CH:21]=[CH:20][C:19]([F:22])=[CH:18][CH:17]=3)=[N:10][O:11][C:12]=2[CH2:13][O:14][CH3:15])[CH:5]=[CH:4][N:3]=1.[CH:23]1([NH2:29])[CH2:28][CH2:27][CH2:26][CH2:25][CH2:24]1.C1C=CC(P(C2C(C3C(P(C4C=CC=CC=4)C4C=CC=CC=4)=CC=C4C=3C=CC=C4)=C3C(C=CC=C3)=CC=2)C2C=CC=CC=2)=CC=1.CC([O-])(C)C.[Na+]. Product: [CH:23]1([NH:29][C:2]2[CH:7]=[C:6]([C:8]3[C:9]([C:16]4[CH:21]=[CH:20][C:19]([F:22])=[CH:18][CH:17]=4)=[N:10][O:11][C:12]=3[CH2:13][O:14][CH3:15])[CH:5]=[CH:4][N:3]=2)[CH2:28][CH2:27][CH2:26][CH2:25][CH2:24]1. The catalyst class is: 491. (3) Reactant: C1C=CC(P(C2C=CC=CC=2)C2C=CC=CC=2)=CC=1.[NH2:20][C:21]1[CH:30]=[CH:29][C:28]2[C:23](=[C:24]([OH:31])[CH:25]=[CH:26][CH:27]=2)[N:22]=1.[CH2:32](O)[CH2:33][CH2:34][OH:35].C1C=CC(COC(/N=N/C(OCC2C=CC=CC=2)=O)=O)=CC=1. Product: [NH2:20][C:21]1[CH:30]=[CH:29][C:28]2[C:23](=[C:24]([O:31][CH2:32][CH2:33][CH2:34][OH:35])[CH:25]=[CH:26][CH:27]=2)[N:22]=1. The catalyst class is: 1. (4) Reactant: [N:1]1([C:7]2[C:8]3[S:15][C:14]([C:16]4[CH2:17][C:18]([CH3:25])([CH3:24])[NH:19][C:20]([CH3:23])([CH3:22])[CH:21]=4)=[CH:13][C:9]=3[N:10]=[CH:11][N:12]=2)[CH2:6][CH2:5][NH:4][CH2:3][CH2:2]1.[Cl:26][C:27]1[CH:28]=[C:29]([C@@H:33]([NH:35][C:36](=O)[O:37]C2C=CC([N+]([O-])=O)=CC=2)[CH3:34])[CH:30]=[CH:31][CH:32]=1.C(N(CC)C(C)C)(C)C. Product: [Cl:26][C:27]1[CH:28]=[C:29]([C@@H:33]([NH:35][C:36]([N:4]2[CH2:3][CH2:2][N:1]([C:7]3[C:8]4[S:15][C:14]([C:16]5[CH2:17][C:18]([CH3:25])([CH3:24])[NH:19][C:20]([CH3:23])([CH3:22])[CH:21]=5)=[CH:13][C:9]=4[N:10]=[CH:11][N:12]=3)[CH2:6][CH2:5]2)=[O:37])[CH3:34])[CH:30]=[CH:31][CH:32]=1. The catalyst class is: 10. (5) Reactant: [NH2:1][C:2]1[C:9]([N+:10]([O-:12])=[O:11])=[C:8]([CH3:13])[C:7]([N+:14]([O-:16])=[O:15])=[CH:6][C:3]=1[C:4]#[N:5].CO[CH:19](OC)[N:20]([CH3:22])[CH3:21]. Product: [C:4]([C:3]1[C:2]([N:1]=[CH:19][N:20]([CH3:22])[CH3:21])=[C:9]([N+:10]([O-:12])=[O:11])[C:8]([CH3:13])=[C:7]([N+:14]([O-:16])=[O:15])[CH:6]=1)#[N:5]. The catalyst class is: 11. (6) Reactant: [CH2:1]([O:3][C:4](=[O:17])[CH2:5][S:6]([C:9]1[CH:14]=[CH:13][C:12]([O:15][CH3:16])=[CH:11][CH:10]=1)(=[O:8])=[O:7])[CH3:2].[CH2:18](Br)/[CH:19]=[C:20](/[CH2:22][CH2:23][CH:24]=[C:25]([CH3:27])[CH3:26])\[CH3:21].C1OCCOCCOCCOCCOCCOC1. Product: [CH2:1]([O:3][C:4](=[O:17])[CH:5]([S:6]([C:9]1[CH:14]=[CH:13][C:12]([O:15][CH3:16])=[CH:11][CH:10]=1)(=[O:7])=[O:8])[CH2:18][CH:19]=[C:20]([CH3:21])[CH2:22][CH2:23][CH:24]=[C:25]([CH3:27])[CH3:26])[CH3:2]. The catalyst class is: 21. (7) Reactant: Br[C:2]1[CH:3]=[C:4]2[CH:10]=[CH:9][S:8][C:5]2=[N:6][CH:7]=1.CC1(C)C(C)(C)OB([C:19]2[CH:24]=[CH:23][C:22]([CH2:25][C:26]([NH:28][C:29]3[CH:33]=[C:32]([C:34]4([C:37]([F:40])([F:39])[F:38])[CH2:36][CH2:35]4)[O:31][N:30]=3)=[O:27])=[CH:21][CH:20]=2)O1.C([O-])([O-])=O.[Na+].[Na+].CC#N. Product: [S:8]1[C:5]2=[N:6][CH:7]=[C:2]([C:19]3[CH:20]=[CH:21][C:22]([CH2:25][C:26]([NH:28][C:29]4[CH:33]=[C:32]([C:34]5([C:37]([F:40])([F:38])[F:39])[CH2:35][CH2:36]5)[O:31][N:30]=4)=[O:27])=[CH:23][CH:24]=3)[CH:3]=[C:4]2[CH:10]=[CH:9]1. The catalyst class is: 6. (8) Reactant: [CH3:1][C@H:2]1[CH2:7][NH:6][CH2:5][CH2:4][N:3]1[C:8]([C:10]1[CH:11]=[N:12][C:13]([CH3:16])=[CH:14][CH:15]=1)=[O:9].[F:17][C:18]([F:31])([F:30])[O:19][C:20]1[CH:25]=[CH:24][C:23]([S:26](Cl)(=[O:28])=[O:27])=[CH:22][CH:21]=1.CCN(C(C)C)C(C)C. Product: [CH3:1][C@H:2]1[CH2:7][N:6]([S:26]([C:23]2[CH:22]=[CH:21][C:20]([O:19][C:18]([F:17])([F:30])[F:31])=[CH:25][CH:24]=2)(=[O:28])=[O:27])[CH2:5][CH2:4][N:3]1[C:8]([C:10]1[CH:11]=[N:12][C:13]([CH3:16])=[CH:14][CH:15]=1)=[O:9]. The catalyst class is: 3. (9) Reactant: [CH2:1]([C@H:8]1[N:13]([C:14]([C:16]2[N:17]=[CH:18][N:19]([C@@H:27]3[CH2:33][CH2:32][CH2:31][CH2:30][CH2:29][C@H:28]3[OH:34])[C:20]=2[C:21]2[CH:26]=[CH:25][CH:24]=[CH:23][CH:22]=2)=[O:15])[CH2:12][CH2:11][N:10](C(OC(C)(C)C)=O)[CH2:9]1)[C:2]1[CH:7]=[CH:6][CH:5]=[CH:4][CH:3]=1.C(O)(C(F)(F)F)=O. Product: [CH2:1]([C@@H:8]1[CH2:9][NH:10][CH2:11][CH2:12][N:13]1[C:14]([C:16]1[N:17]=[CH:18][N:19]([C@@H:27]2[CH2:33][CH2:32][CH2:31][CH2:30][CH2:29][C@H:28]2[OH:34])[C:20]=1[C:21]1[CH:26]=[CH:25][CH:24]=[CH:23][CH:22]=1)=[O:15])[C:2]1[CH:7]=[CH:6][CH:5]=[CH:4][CH:3]=1. The catalyst class is: 4. (10) Reactant: [Br:1][C:2]1[CH:3]=[CH:4][C:5]([F:12])=[C:6]([CH2:8][CH2:9][CH2:10][OH:11])[CH:7]=1.N1C=CC=CC=1.[S:19](Cl)([C:22]1[CH:28]=[CH:27][C:25]([CH3:26])=[CH:24][CH:23]=1)(=[O:21])=[O:20]. Product: [Br:1][C:2]1[CH:3]=[CH:4][C:5]([F:12])=[C:6]([CH2:8][CH2:9][CH2:10][O:11][S:19]([C:22]2[CH:28]=[CH:27][C:25]([CH3:26])=[CH:24][CH:23]=2)(=[O:21])=[O:20])[CH:7]=1. The catalyst class is: 2.